From a dataset of Reaction yield outcomes from USPTO patents with 853,638 reactions. Predict the reaction yield, written as a fraction of the theoretical maximum amount of product (1.0 means a 100% yield; for example, 0.34 means a 34% yield). (1) The reactants are [CH3:1][O:2][C:3]1[C:4]([NH2:9])=[N:5][CH:6]=[CH:7][CH:8]=1.Br[CH2:11][C:12](=O)[CH:13]([CH3:15])[CH3:14].C(=O)([O-])O.[Na+]. The catalyst is C(O)C. The product is [CH:13]([C:12]1[N:9]=[C:4]2[C:3]([O:2][CH3:1])=[CH:8][CH:7]=[CH:6][N:5]2[CH:11]=1)([CH3:15])[CH3:14]. The yield is 0.490. (2) The yield is 0.590. The product is [OH:20][CH:5]1[CH:4]([NH:1][C:33](=[O:34])[O:32][C:29]([CH3:31])([CH3:30])[CH3:28])[CH:9]=[C:8]([C:10]2[CH:15]=[CH:14][N:13]=[CH:12][C:11]=2[N+:16]([O-:18])=[O:17])[CH2:7][CH:6]1[CH3:19]. The catalyst is N1C=CC=CC=1.[OH-].[NH4+].C(OCC)(=O)C.O. The reactants are [N:1]([CH:4]1[CH:9]=[C:8]([C:10]2[CH:15]=[CH:14][N:13]=[CH:12][C:11]=2[N+:16]([O-:18])=[O:17])[CH2:7][CH:6]([CH3:19])[CH:5]1[OH:20])=[N+]=[N-].CP(C)C.CCO.[CH3:28][C:29]([O:32][C:33](O[C:33]([O:32][C:29]([CH3:31])([CH3:30])[CH3:28])=[O:34])=[O:34])([CH3:31])[CH3:30]. (3) The product is [Br:1][C:2]1[CH:3]=[C:4]([N:11]([CH2:19][CH2:20][C:21]([F:22])([F:23])[F:24])[C:12](=[O:18])[O:13][C:14]([CH3:16])([CH3:17])[CH3:15])[C:5]2[N:6]([C:8]([I:25])=[CH:9][N:10]=2)[CH:7]=1. The reactants are [Br:1][C:2]1[CH:3]=[C:4]([N:11]([CH2:19][CH2:20][C:21]([F:24])([F:23])[F:22])[C:12](=[O:18])[O:13][C:14]([CH3:17])([CH3:16])[CH3:15])[C:5]2[N:6]([CH:8]=[CH:9][N:10]=2)[CH:7]=1.[I:25]N1C(=O)CCC1=O.C(OCC)(=O)C. The yield is 0.900. The catalyst is CN(C)C=O. (4) The reactants are [F:1][C:2]1[CH:7]=[CH:6][C:5]([C:8]2[C:12]([CH2:13][O:14][C:15]3[CH:23]=[CH:22][C:18]([C:19]([OH:21])=O)=[CH:17][N:16]=3)=[C:11]([CH3:24])[O:10][N:9]=2)=[CH:4][CH:3]=1.[NH:25]1[CH2:30][CH2:29][S:28](=[O:32])(=[O:31])[CH2:27][CH2:26]1. No catalyst specified. The product is [O:31]=[S:28]1(=[O:32])[CH2:29][CH2:30][N:25]([C:19]([C:18]2[CH:17]=[N:16][C:15]([O:14][CH2:13][C:12]3[C:8]([C:5]4[CH:4]=[CH:3][C:2]([F:1])=[CH:7][CH:6]=4)=[N:9][O:10][C:11]=3[CH3:24])=[CH:23][CH:22]=2)=[O:21])[CH2:26][CH2:27]1. The yield is 0.550. (5) The reactants are [C:1]([O:5][C:6](=[O:16])[NH:7][CH:8]1[CH2:13][CH2:12][CH:11]([CH:14]=O)[CH2:10][CH2:9]1)([CH3:4])([CH3:3])[CH3:2].[CH2:17]([NH2:24])[C:18]1[CH:23]=[CH:22][CH:21]=[CH:20][CH:19]=1.C(O)(=O)C.S([O-])([O-])(=O)=O.[Mg+2]. The catalyst is C(Cl)Cl. The yield is 0.970. The product is [C:1]([O:5][C:6](=[O:16])[NH:7][C@H:8]1[CH2:13][CH2:12][C@H:11]([CH:14]=[N:24][CH2:17][C:18]2[CH:23]=[CH:22][CH:21]=[CH:20][CH:19]=2)[CH2:10][CH2:9]1)([CH3:4])([CH3:3])[CH3:2].